Dataset: Reaction yield outcomes from USPTO patents with 853,638 reactions. Task: Predict the reaction yield, written as a fraction of the theoretical maximum amount of product (1.0 means a 100% yield; for example, 0.34 means a 34% yield). (1) The reactants are [Br:1][C:2]1[C:3]([C:9]([F:12])([F:11])[F:10])=[CH:4][C:5](Cl)=[N:6][CH:7]=1.[CH3:13][O-:14].[Na+]. The catalyst is CO.O. The product is [Br:1][C:2]1[C:3]([C:9]([F:12])([F:11])[F:10])=[CH:4][C:5]([O:14][CH3:13])=[N:6][CH:7]=1. The yield is 0.680. (2) The reactants are [CH3:1][C:2]([O:5][C:6]([N:8]1[CH2:12][CH2:11][C@@H:10]([CH2:13][C:14]([OH:16])=[O:15])[CH2:9]1)=[O:7])([CH3:4])[CH3:3].Cl.[CH2:18](N=C=NCCCN(C)C)[CH3:19].C(O)C. The catalyst is C(OCC)C.CN(C)C1C=CN=CC=1. The product is [CH2:18]([O:15][C:14](=[O:16])[CH2:13][C@@H:10]1[CH2:11][CH2:12][N:8]([C:6]([O:5][C:2]([CH3:1])([CH3:3])[CH3:4])=[O:7])[CH2:9]1)[CH3:19]. The yield is 0.950. (3) The yield is 0.800. The product is [F:39][C:40]1[CH:45]=[CH:44][C:43]([CH:46]2[CH2:51][C:50](=[O:52])[CH2:49][CH2:48][N:47]2[C:53]([N:4]2[CH2:5][C:6]3[CH:11]=[C:10]([C:12]4[CH:13]=[CH:14][C:15]([C:18]5[N:19]([C:23]([O:25][CH2:26][CH:27]([CH3:29])[CH3:28])=[O:24])[CH:20]=[CH:21][N:22]=5)=[CH:16][CH:17]=4)[CH:9]=[CH:8][C:7]=3[O:1][CH2:2][CH2:3]2)=[O:54])=[CH:42][CH:41]=1. The reactants are [O:1]1[C:7]2[CH:8]=[CH:9][C:10]([C:12]3[CH:17]=[CH:16][C:15]([C:18]4[N:19]([C:23]([O:25][CH2:26][CH:27]([CH3:29])[CH3:28])=[O:24])[CH:20]=[CH:21][N:22]=4)=[CH:14][CH:13]=3)=[CH:11][C:6]=2[CH2:5][NH:4][CH2:3][CH2:2]1.C(N(C(C)C)CC)(C)C.[F:39][C:40]1[CH:45]=[CH:44][C:43]([CH:46]2[CH2:51][C:50](=[O:52])[CH2:49][CH2:48][N:47]2[C:53](Cl)=[O:54])=[CH:42][CH:41]=1. The catalyst is O1CCCC1.C(OCC)(=O)C. (4) The reactants are [CH3:1][O:2][C:3]1[CH:4]=[C:5]2[C:10](=[CH:11][C:12]=1[O:13][CH3:14])[N:9]=[CH:8][CH:7]=[C:6]2[O:15][C:16]1[CH:22]=[CH:21][C:19]([NH2:20])=[CH:18][C:17]=1[F:23].[CH2:24]([N:27]1[CH:31]=[CH:30][C:29]([C:32](O)=[O:33])=[N:28]1)[CH2:25][CH3:26]. No catalyst specified. The product is [CH3:1][O:2][C:3]1[CH:4]=[C:5]2[C:10](=[CH:11][C:12]=1[O:13][CH3:14])[N:9]=[CH:8][CH:7]=[C:6]2[O:15][C:16]1[CH:22]=[CH:21][C:19]([NH:20][C:32]([C:29]2[CH:30]=[CH:31][N:27]([CH2:24][CH2:25][CH3:26])[N:28]=2)=[O:33])=[CH:18][C:17]=1[F:23]. The yield is 0.170. (5) The product is [CH3:26][N:27]1[CH2:32][CH2:31][N:30]([CH2:1][CH:2]2[C:14](=[O:15])[C:13]3[C:12]4[C:7](=[CH:8][CH:9]=[CH:10][CH:11]=4)[N:6]([CH2:16][CH2:17][CH2:18][CH2:19][CH2:20][C:21]([O:23][CH2:24][CH3:25])=[O:22])[C:5]=3[CH2:4][CH2:3]2)[CH2:29][CH2:28]1. The yield is 0.520. The catalyst is C1(C)C=CC=CC=1. The reactants are [CH2:1]=[C:2]1[C:14](=[O:15])[C:13]2[C:12]3[C:7](=[CH:8][CH:9]=[CH:10][CH:11]=3)[N:6]([CH2:16][CH2:17][CH2:18][CH2:19][CH2:20][C:21]([O:23][CH2:24][CH3:25])=[O:22])[C:5]=2[CH2:4][CH2:3]1.[CH3:26][N:27]1[CH2:32][CH2:31][NH:30][CH2:29][CH2:28]1.